Predict the product of the given reaction. From a dataset of Forward reaction prediction with 1.9M reactions from USPTO patents (1976-2016). (1) Given the reactants Cl.[CH3:2][C:3]1([CH3:16])[CH2:8][C:7]([CH3:10])([CH3:9])[CH2:6][C:5]([CH2:13][CH2:14]N)(C=C)[CH2:4]1.[C:17]1(CC[Mg]Br)[CH:22]=[CH:21][CH:20]=[CH:19][CH:18]=1.[NH4+].[Cl-].C([O:31]CC)C, predict the reaction product. The product is: [CH3:16][C:3]1([CH3:2])[CH2:8][C:7]([CH3:9])([CH3:10])[CH2:6][C:5]([CH2:13][CH2:14][C:17]2[CH:22]=[CH:21][CH:20]=[CH:19][CH:18]=2)([OH:31])[CH2:4]1. (2) Given the reactants [CH2:1]=[CH:2][CH2:3][CH2:4][CH2:5][CH2:6][CH2:7][CH2:8][CH2:9][CH2:10][CH3:11].Br[C:13]1[CH:14]=[C:15]([CH:18]=[CH:19][C:20]=1[O:21][CH3:22])[C:16]#[N:17], predict the reaction product. The product is: [CH3:22][O:21][C:20]1[CH:19]=[CH:18][C:15]([C:16]#[N:17])=[CH:14][C:13]=1[CH2:11][CH2:10][CH2:9][CH2:8][CH2:7][CH2:6][CH2:5][CH2:4][CH2:3][CH2:2][CH3:1]. (3) The product is: [CH3:29][CH:30]([CH3:32])[CH2:31][CH:18]([C:19]1[CH:28]=[CH:27][C:22]([C:23]([O:25][CH3:26])=[O:24])=[CH:21][N:20]=1)[NH:17][C:4]1[CH:5]=[N:6][C:7]([N:8]2[CH:12]=[C:11]([C:13]([F:16])([F:15])[F:14])[CH:10]=[N:9]2)=[C:2]([CH3:1])[CH:3]=1. Given the reactants [CH3:1][C:2]1[CH:3]=[C:4]([N:17]=[CH:18][C:19]2[CH:28]=[CH:27][C:22]([C:23]([O:25][CH3:26])=[O:24])=[CH:21][N:20]=2)[CH:5]=[N:6][C:7]=1[N:8]1[CH:12]=[C:11]([C:13]([F:16])([F:15])[F:14])[CH:10]=[N:9]1.[CH2:29]([Mg]Br)[CH:30]([CH3:32])[CH3:31].[Cl-].[NH4+], predict the reaction product. (4) Given the reactants C[C:2]([O-:5])(C)C.[K+].CO.[F:9][C:10]1[CH:15]=[CH:14][C:13]([C:16]2[C:17]3[C:28]([C:29]#[N:30])=[CH:27][N:26](COCC[Si](C)(C)C)[C:18]=3[N:19]=[C:20](S(C)(=O)=O)[N:21]=2)=[C:12]([CH3:39])[CH:11]=1.[F-].C([N+](CCCC)(CCCC)CCCC)CCC, predict the reaction product. The product is: [F:9][C:10]1[CH:15]=[CH:14][C:13]([C:16]2[C:17]3[C:28]([C:29]#[N:30])=[CH:27][NH:26][C:18]=3[N:19]=[C:20]([O:5][CH3:2])[N:21]=2)=[C:12]([CH3:39])[CH:11]=1. (5) Given the reactants [C:1]([O:5][C:6]([NH:8][C:9]1[CH:10]=[CH:11][CH:12]=[C:13]2[C:18]=1[CH:17]=[C:16]([OH:19])[CH:15]=[CH:14]2)=[O:7])([CH3:4])([CH3:3])[CH3:2].C(=O)([O-])[O-].[Cs+].[Cs+].I[CH2:27][CH3:28].O, predict the reaction product. The product is: [C:1]([O:5][C:6](=[O:7])[NH:8][C:9]1[C:18]2[C:13](=[CH:14][CH:15]=[C:16]([O:19][CH2:27][CH3:28])[CH:17]=2)[CH:12]=[CH:11][CH:10]=1)([CH3:4])([CH3:2])[CH3:3]. (6) Given the reactants [CH3:1][O:2][C:3]1[CH:8]=[C:7]([CH3:9])[N:6]=[C:5]([C:10]2[CH:15]=[CH:14][CH:13]=[C:12]([C:16]#[C:17][CH2:18][O:19]/[N:20]=[C:21](/[C:23]3[CH:28]=[CH:27][CH:26]=[C:25]([CH3:29])[N:24]=3)\[CH3:22])[N:11]=2)[CH:4]=1, predict the reaction product. The product is: [CH3:1][O:2][C:3]1[CH:8]=[C:7]([CH3:9])[N:6]=[C:5]([C:10]2[CH:15]=[CH:14][CH:13]=[C:12]([CH2:16][CH2:17][CH2:18][O:19][N:20]=[C:21]([C:23]3[CH:28]=[CH:27][CH:26]=[C:25]([CH3:29])[N:24]=3)[CH3:22])[N:11]=2)[CH:4]=1. (7) Given the reactants [C:1]([N:4]1[CH2:9][CH2:8][CH2:7][C:6]([CH2:18][CH:19]=[O:20])([CH2:10][C:11]2[CH:16]=[CH:15][C:14]([CH3:17])=[CH:13][CH:12]=2)[CH2:5]1)(=[O:3])[CH3:2].[OH-].[Na+].[CH2:23]([OH:25])[CH3:24], predict the reaction product. The product is: [C:1]([N:4]1[CH2:9][CH2:8][CH2:7][C:6]([CH2:18][C:19]([O:25][CH2:23][CH3:24])=[O:20])([CH2:10][C:11]2[CH:12]=[CH:13][C:14]([CH3:17])=[CH:15][CH:16]=2)[CH2:5]1)(=[O:3])[CH3:2]. (8) Given the reactants [CH3:1][N:2]1[C:6]2[CH:7]=[CH:8][C:9]([C:11](O)=[O:12])=[CH:10][C:5]=2[N:4]=[C:3]1[NH:14][C:15]1[S:16][C:17]2[CH:23]=[C:22]([O:24][C:25]([F:28])([F:27])[F:26])[CH:21]=[CH:20][C:18]=2[N:19]=1.[NH2:29][CH2:30][C@@H:31]([OH:33])[CH3:32].CN(C(ON1N=NC2C=CC=CC1=2)=[N+](C)C)C.F[P-](F)(F)(F)(F)F.CCN(C(C)C)C(C)C, predict the reaction product. The product is: [OH:33][C@@H:31]([CH3:32])[CH2:30][NH:29][C:11]([C:9]1[CH:8]=[CH:7][C:6]2[N:2]([CH3:1])[C:3]([NH:14][C:15]3[S:16][C:17]4[CH:23]=[C:22]([O:24][C:25]([F:27])([F:26])[F:28])[CH:21]=[CH:20][C:18]=4[N:19]=3)=[N:4][C:5]=2[CH:10]=1)=[O:12]. (9) Given the reactants BrC1C=CC=C2C=1C(C1C(O)=CC3OCOC=3C=1)[C:5](=[O:16])N2CCCCC.[C:27]1([CH:33]([C:54]2[CH:59]=[CH:58][CH:57]=[CH:56][CH:55]=2)[N:34]2[C:42]3[C:37](=[CH:38][CH:39]=[CH:40][CH:41]=3)[CH:36]([C:43]3[C:51]([OH:52])=[CH:50][C:46]4[O:47][CH2:48][O:49][C:45]=4[CH:44]=3)[C:35]2=[O:53])[CH:32]=[CH:31][CH:30]=[CH:29][CH:28]=1, predict the reaction product. The product is: [C:54]1([CH:33]([C:27]2[CH:28]=[CH:29][CH:30]=[CH:31][CH:32]=2)[N:34]2[C:42]3[C:37](=[CH:38][CH:39]=[CH:40][CH:41]=3)[C:36]([C:43]3[C:51]([OH:52])=[CH:50][C:46]4[O:47][CH2:48][O:49][C:45]=4[CH:44]=3)([CH2:5][OH:16])[C:35]2=[O:53])[CH:59]=[CH:58][CH:57]=[CH:56][CH:55]=1. (10) Given the reactants [Cl:1][C:2]1[CH:3]=[C:4]([NH:9][C:10]2[C:19]3[C:14](=[CH:15][CH:16]=[C:17]([N+:20]([O-])=O)[CH:18]=3)[N:13]=[CH:12][C:11]=2[C:23]#[N:24])[CH:5]=[CH:6][C:7]=1[F:8].O.O.[Sn](Cl)(Cl)(Cl)Cl.C([O-])(O)=O.[Na+], predict the reaction product. The product is: [NH2:20][C:17]1[CH:18]=[C:19]2[C:14](=[CH:15][CH:16]=1)[N:13]=[CH:12][C:11]([C:23]#[N:24])=[C:10]2[NH:9][C:4]1[CH:5]=[CH:6][C:7]([F:8])=[C:2]([Cl:1])[CH:3]=1.